This data is from Reaction yield outcomes from USPTO patents with 853,638 reactions. The task is: Predict the reaction yield, written as a fraction of the theoretical maximum amount of product (1.0 means a 100% yield; for example, 0.34 means a 34% yield). The catalyst is C1C=CC=CC=1.CO.C1C=CC([P]([Pd]([P](C2C=CC=CC=2)(C2C=CC=CC=2)C2C=CC=CC=2)([P](C2C=CC=CC=2)(C2C=CC=CC=2)C2C=CC=CC=2)[P](C2C=CC=CC=2)(C2C=CC=CC=2)C2C=CC=CC=2)(C2C=CC=CC=2)C2C=CC=CC=2)=CC=1. The product is [Cl:27][C:28]1[CH:33]=[CH:32][CH:31]=[CH:30][C:29]=1[C:10]1[C:11]2[CH:12]=[N:13][C:14]([O:17][C:18]3[CH:23]=[CH:22][C:21]([F:24])=[CH:20][C:19]=3[F:25])=[CH:15][C:16]=2[N:8]([C:1]([O:3][C:4]([CH3:7])([CH3:6])[CH3:5])=[O:2])[N:9]=1. The yield is 0.660. The reactants are [C:1]([N:8]1[C:16]2[CH:15]=[C:14]([O:17][C:18]3[CH:23]=[CH:22][C:21]([F:24])=[CH:20][C:19]=3[F:25])[N:13]=[CH:12][C:11]=2[C:10](I)=[N:9]1)([O:3][C:4]([CH3:7])([CH3:6])[CH3:5])=[O:2].[Cl:27][C:28]1[CH:33]=[CH:32][CH:31]=[CH:30][C:29]=1B(O)O.C(=O)([O-])[O-].[Na+].[Na+].